From a dataset of Retrosynthesis with 50K atom-mapped reactions and 10 reaction types from USPTO. Predict the reactants needed to synthesize the given product. The reactants are: COc1ccc2cc(Br)ccc2c1CN1C(=O)[C@@H](NC(=O)[C@H](C)N(C)C(=O)OC(C)(C)C)[C@H](C)N(C(=O)CS(C)(=O)=O)c2ccccc21. Given the product CN[C@@H](C)C(=O)N[C@@H]1C(=O)N(Cc2c(OC)ccc3cc(Br)ccc23)c2ccccc2N(C(=O)CS(C)(=O)=O)[C@H]1C, predict the reactants needed to synthesize it.